From a dataset of NCI-60 drug combinations with 297,098 pairs across 59 cell lines. Regression. Given two drug SMILES strings and cell line genomic features, predict the synergy score measuring deviation from expected non-interaction effect. (1) Drug 1: C1=CC(=CC=C1CC(C(=O)O)N)N(CCCl)CCCl.Cl. Drug 2: C1=NC2=C(N1)C(=S)N=C(N2)N. Cell line: OVCAR-5. Synergy scores: CSS=39.4, Synergy_ZIP=-3.20, Synergy_Bliss=-2.59, Synergy_Loewe=-12.9, Synergy_HSA=0.299. (2) Drug 1: CC1=CC2C(CCC3(C2CCC3(C(=O)C)OC(=O)C)C)C4(C1=CC(=O)CC4)C. Drug 2: C1CN(CCN1C(=O)CCBr)C(=O)CCBr. Cell line: M14. Synergy scores: CSS=5.04, Synergy_ZIP=1.57, Synergy_Bliss=8.10, Synergy_Loewe=-1.99, Synergy_HSA=1.87.